This data is from Catalyst prediction with 721,799 reactions and 888 catalyst types from USPTO. The task is: Predict which catalyst facilitates the given reaction. (1) Reactant: O.O.[C:3]([O-:6])(=[O:5])[CH3:4].[Zn+2:7].[C:8]([O-:11])(=[O:10])[CH3:9]. Product: [C:3]([O-:6])(=[O:5])[CH3:4].[Zn+2:7].[C:8]([O-:11])(=[O:10])[CH3:9]. The catalyst class is: 15. (2) Reactant: [C:1]([O:5][C:6]([NH:8][C@@H:9]1[CH2:14][CH2:13][CH2:12][CH2:11][C@@H:10]1[NH2:15])=[O:7])([CH3:4])([CH3:3])[CH3:2].C(N(CC)CC)C.[CH2:23](Br)[C:24]1[CH:29]=[CH:28][CH:27]=[CH:26][CH:25]=1. Product: [CH2:23]([NH:15][C@@H:10]1[CH2:11][CH2:12][CH2:13][CH2:14][C@@H:9]1[NH:8][C:6]([O:5][C:1]([CH3:4])([CH3:2])[CH3:3])=[O:7])[C:24]1[CH:29]=[CH:28][CH:27]=[CH:26][CH:25]=1. The catalyst class is: 10. (3) Reactant: COC[O:4][C:5]1[CH:6]=[C:7]([C:11]2[N:12]=[C:13]([N:24]3[CH2:29][CH2:28][O:27][CH2:26][CH2:25]3)[C:14]3[N:20]=[CH:19][C:18]([CH2:21][C:22]#[N:23])=[CH:17][C:15]=3[N:16]=2)[CH:8]=[CH:9][CH:10]=1.Cl. Product: [OH:4][C:5]1[CH:6]=[C:7]([C:11]2[N:12]=[C:13]([N:24]3[CH2:25][CH2:26][O:27][CH2:28][CH2:29]3)[C:14]3[N:20]=[CH:19][C:18]([CH2:21][C:22]#[N:23])=[CH:17][C:15]=3[N:16]=2)[CH:8]=[CH:9][CH:10]=1. The catalyst class is: 12. (4) Reactant: [Si:1]([N:8]1[C:11](=[O:12])[CH2:10][C@H:9]1[C:13]([OH:15])=[O:14])([C:4]([CH3:7])([CH3:6])[CH3:5])([CH3:3])[CH3:2].C([N-]C(C)C)(C)C.[Li+].[C:24]([O:28][C:29](=[O:48])[N:30]([C:40]1[CH:45]=[C:44]([CH2:46]Br)[CH:43]=[CH:42][N:41]=1)[CH2:31][C:32]1[CH:37]=[CH:36][C:35]([O:38][CH3:39])=[CH:34][CH:33]=1)([CH3:27])([CH3:26])[CH3:25]. Product: [C:24]([O:28][C:29]([N:30]([CH2:31][C:32]1[CH:33]=[CH:34][C:35]([O:38][CH3:39])=[CH:36][CH:37]=1)[C:40]1[CH:45]=[C:44]([CH2:46][C@H:10]2[C:11](=[O:12])[N:8]([Si:1]([C:4]([CH3:7])([CH3:6])[CH3:5])([CH3:3])[CH3:2])[C@@H:9]2[C:13]([OH:15])=[O:14])[CH:43]=[CH:42][N:41]=1)=[O:48])([CH3:26])([CH3:27])[CH3:25]. The catalyst class is: 1. (5) Reactant: [F:1][C:2]1[C:9]([F:10])=[CH:8][C:7]([F:11])=[CH:6][C:3]=1[CH:4]=O.CC(C)([C:17]([O-:19])=[O:18])C([O-])=O.[CH2:21](N(CC)CC)C.CS(Cl)(=O)=O.[C:33]([O:36][CH2:37]C)(=[O:35])[CH3:34]. Product: [CH3:37][O:36][C:33](=[O:35])[C:34](=[CH:4][C:3]1[CH:6]=[C:7]([F:11])[CH:8]=[C:9]([F:10])[C:2]=1[F:1])[C:17]([O:19][CH3:21])=[O:18]. The catalyst class is: 46. (6) Reactant: C(OC([N:8]1[CH2:14][C@@H:13]2[CH2:15][C@H:9]1[CH2:10][NH:11][CH2:12]2)=O)(C)(C)C.C(N(CC)CC)C.[CH2:23]([N:26]=[C:27]=[O:28])[CH:24]=[CH2:25]. Product: [CH2:23]([NH:26][C:27]([N:11]1[CH2:10][C@@H:9]2[CH2:15][C@@H:13]([CH2:14][NH:8]2)[CH2:12]1)=[O:28])[CH:24]=[CH2:25]. The catalyst class is: 4.